Task: Predict the product of the given reaction.. Dataset: Forward reaction prediction with 1.9M reactions from USPTO patents (1976-2016) (1) Given the reactants [S:1]1[CH:5]=[CH:4][N:3]=[CH:2]1.[C:6]1(=[O:10])[CH2:9][CH2:8][CH2:7]1.[Cl-].[NH4+], predict the reaction product. The product is: [S:1]1[CH:5]=[CH:4][N:3]=[C:2]1[C:6]1([OH:10])[CH2:9][CH2:8][CH2:7]1. (2) Given the reactants [NH:1]1[CH2:6][CH2:5][NH:4][CH2:3][CH2:2]1.[OH-].[K+].[CH2:9]([Cl:16])[C:10]1[CH:15]=[CH:14][CH:13]=[CH:12][CH:11]=1, predict the reaction product. The product is: [ClH:16].[ClH:16].[CH2:9]([N:1]1[CH2:6][CH2:5][NH:4][CH2:3][CH2:2]1)[C:10]1[CH:15]=[CH:14][CH:13]=[CH:12][CH:11]=1. (3) Given the reactants [CH3:1][N:2]1[C:7]([CH3:8])=[CH:6][C:5]([OH:9])=[C:4]([C:10](OCC)=[O:11])[C:3]1=[O:15].[NH2:16][C:17]1[S:18][CH:19]=[N:20][N:21]=1.BrC1C=CC=CC=1, predict the reaction product. The product is: [CH3:1][N:2]1[C:7]([CH3:8])=[CH:6][C:5]([OH:9])=[C:4]([C:10]([NH:16][C:17]2[S:18][CH:19]=[N:20][N:21]=2)=[O:11])[C:3]1=[O:15]. (4) Given the reactants Br[C:2]1[CH:3]=[N:4][CH:5]=[CH:6][C:7]=1[CH2:8][O:9][C:10]1[CH:11]=[N:12][C:13]([N:16]2[CH2:21][CH2:20][N:19]([C:22]3[N:26]=[C:25]([C@@H:27]([O:29][CH3:30])[CH3:28])[O:24][N:23]=3)[CH2:18][C@H:17]2[CH3:31])=[N:14][CH:15]=1.[C:32]([Zn]C#N)#[N:33].CC1(C)C2C=CC=C(P(C3C=CC=CC=3)C3C=CC=CC=3)C=2OC2C1=CC=CC=2P(C1C=CC=CC=1)C1C=CC=CC=1, predict the reaction product. The product is: [CH3:30][O:29][C@H:27]([C:25]1[O:24][N:23]=[C:22]([N:19]2[CH2:20][CH2:21][N:16]([C:13]3[N:12]=[CH:11][C:10]([O:9][CH2:8][C:7]4[C:2]([C:32]#[N:33])=[CH:3][N:4]=[CH:5][CH:6]=4)=[CH:15][N:14]=3)[C@H:17]([CH3:31])[CH2:18]2)[N:26]=1)[CH3:28]. (5) Given the reactants [O:1]1[CH:5]=[CH:4][CH:3]=[C:2]1[C:6]1[C:7]2[S:20][CH:19]=[CH:18][C:8]=2[N:9]=[C:10]([CH2:12][C:13](OCC)=[O:14])[N:11]=1.[H-].C([Al+]CC(C)C)C(C)C, predict the reaction product. The product is: [O:1]1[CH:5]=[CH:4][CH:3]=[C:2]1[C:6]1[C:7]2[S:20][CH:19]=[CH:18][C:8]=2[N:9]=[C:10]([CH2:12][CH2:13][OH:14])[N:11]=1. (6) Given the reactants [O:1]=[C:2]1[CH:11]=[CH:10][C:9]2[C:4](=[N:5][CH:6]=[CH:7][CH:8]=2)[N:3]1[CH2:12][CH2:13][CH2:14][C:15]1([C:28]([O:30][CH2:31][CH3:32])=[O:29])[CH2:20][CH2:19][N:18](C(OC(C)(C)C)=O)[CH2:17][CH2:16]1, predict the reaction product. The product is: [O:1]=[C:2]1[CH:11]=[CH:10][C:9]2[C:4](=[N:5][CH:6]=[CH:7][CH:8]=2)[N:3]1[CH2:12][CH2:13][CH2:14][C:15]1([C:28]([O:30][CH2:31][CH3:32])=[O:29])[CH2:16][CH2:17][NH:18][CH2:19][CH2:20]1.